From a dataset of Reaction yield outcomes from USPTO patents with 853,638 reactions. Predict the reaction yield, written as a fraction of the theoretical maximum amount of product (1.0 means a 100% yield; for example, 0.34 means a 34% yield). (1) The reactants are [Br:1][C:2]1[CH:7]=[CH:6][C:5]([Cl:8])=[C:4]([CH2:9]Cl)[CH:3]=1.[C:11]1([OH:17])[CH:16]=[CH:15][CH:14]=[CH:13][CH:12]=1.C([O-])([O-])=O.[K+].[K+]. The catalyst is CN(C=O)C.C(OCC)(=O)C. The product is [Br:1][C:2]1[CH:7]=[CH:6][C:5]([Cl:8])=[C:4]([CH2:9][O:17][C:11]2[CH:16]=[CH:15][CH:14]=[CH:13][CH:12]=2)[CH:3]=1. The yield is 0.973. (2) The reactants are C(N=C=NC(C)C)(C)C.[F:10][C:11]1[CH:16]=[CH:15][C:14]([C:17]2[O:21][N:20]=[C:19]([NH2:22])[CH:18]=2)=[CH:13][CH:12]=1.[CH2:23]([O:25][C:26](=[O:31])[CH2:27][C:28](O)=[O:29])[CH3:24]. The catalyst is C1COCC1.C(OCC)(=O)C. The product is [CH2:23]([O:25][C:26](=[O:31])[CH2:27][C:28]([NH:22][C:19]1[CH:18]=[C:17]([C:14]2[CH:13]=[CH:12][C:11]([F:10])=[CH:16][CH:15]=2)[O:21][N:20]=1)=[O:29])[CH3:24]. The yield is 0.818. (3) The reactants are [NH:1]1[CH2:6][CH2:5][CH:4]([N:7]2[C:11]3[CH:12]=[CH:13][CH:14]=[CH:15][C:10]=3[N:9]=[C:8]2[C@@H:16]([NH:18][C:19]2[N:27]=[CH:26][N:25]=[C:24]3[C:20]=2[N:21]=[CH:22][NH:23]3)[CH3:17])[CH2:3][CH2:2]1.[OH:28][C:29]([CH3:34])([CH3:33])[C:30](O)=[O:31].CCN(C(C)C)C(C)C.CN(C(ON1N=NC2C=CC=NC1=2)=[N+](C)C)C.F[P-](F)(F)(F)(F)F. The yield is 0.310. The product is [N:27]1[C:19]([NH:18][C@H:16]([C:8]2[N:7]([CH:4]3[CH2:5][CH2:6][N:1]([C:30](=[O:31])[C:29]([OH:28])([CH3:34])[CH3:33])[CH2:2][CH2:3]3)[C:11]3[CH:12]=[CH:13][CH:14]=[CH:15][C:10]=3[N:9]=2)[CH3:17])=[C:20]2[C:24]([NH:23][CH:22]=[N:21]2)=[N:25][CH:26]=1. The catalyst is CN(C=O)C. (4) The reactants are [CH3:1][O:2][C:3]1[CH:8]=[CH:7][C:6]([NH:9][C:10](=[O:21])[C:11]2[C:16]([CH3:17])=[CH:15][CH:14]=[CH:13][C:12]=2[N+:18]([O-])=O)=[CH:5][CH:4]=1.[C:22]([C:26]1[CH:34]=[CH:33][C:29]([C:30](Cl)=[O:31])=[CH:28][CH:27]=1)([CH3:25])([CH3:24])[CH3:23]. No catalyst specified. The product is [C:22]([C:26]1[CH:27]=[CH:28][C:29]([C:30]([NH:18][C:12]2[CH:13]=[CH:14][CH:15]=[C:16]([CH3:17])[C:11]=2[C:10]([NH:9][C:6]2[CH:7]=[CH:8][C:3]([O:2][CH3:1])=[CH:4][CH:5]=2)=[O:21])=[O:31])=[CH:33][CH:34]=1)([CH3:25])([CH3:23])[CH3:24]. The yield is 0.170. (5) The reactants are [C:1]([O:5][C:6]([NH:8][CH:9]([C:13]1[CH:18]=[CH:17][C:16]([Cl:19])=[CH:15][CH:14]=1)[C:10](O)=[O:11])=[O:7])([CH3:4])([CH3:3])[CH3:2].[NH2:20][NH2:21]. The catalyst is C(Cl)Cl. The product is [Cl:19][C:16]1[CH:17]=[CH:18][C:13]([CH:9]([NH:8][C:6](=[O:7])[O:5][C:1]([CH3:4])([CH3:3])[CH3:2])[C:10]([NH:20][NH2:21])=[O:11])=[CH:14][CH:15]=1. The yield is 0.720. (6) The product is [CH2:11]([O:10][C:9]1[C:4]([CH2:1][CH3:2])=[C:5]([CH2:18][C:19]([O:21][CH3:22])=[O:20])[CH:6]=[C:7]([O:14][CH2:15][CH:16]=[CH2:17])[CH:8]=1)[CH:12]=[CH2:13]. The yield is 0.620. The catalyst is FC(F)(F)C(O)=O. The reactants are [C:1]([C:4]1[C:9]([O:10][CH2:11][CH:12]=[CH2:13])=[CH:8][C:7]([O:14][CH2:15][CH:16]=[CH2:17])=[CH:6][C:5]=1[CH2:18][C:19]([O:21][CH3:22])=[O:20])(=O)[CH3:2].C([SiH](CC)CC)C.C(=O)([O-])O.[Na+].